Dataset: Catalyst prediction with 721,799 reactions and 888 catalyst types from USPTO. Task: Predict which catalyst facilitates the given reaction. (1) Reactant: [F:1][C:2]1[CH:10]=[C:9]2[C:5]([CH:6]=[N:7][N:8]2C2CCCCO2)=[CH:4][C:3]=1[C:17]1[CH:18]=[C:19]([CH2:23][N:24]([CH3:26])[CH3:25])[CH:20]=[N:21][CH:22]=1.[SiH](CC)(CC)CC.C(O)(C(F)(F)F)=O. Product: [F:1][C:2]1[CH:10]=[C:9]2[C:5]([CH:6]=[N:7][NH:8]2)=[CH:4][C:3]=1[C:17]1[CH:18]=[C:19]([CH2:23][N:24]([CH3:26])[CH3:25])[CH:20]=[N:21][CH:22]=1. The catalyst class is: 2. (2) Reactant: Cl[CH2:2][C:3]1[CH:8]=[N:7][C:6]2[N:9]([CH2:12][CH3:13])[N:10]=[CH:11][C:5]=2[C:4]=1[NH:14][CH:15]1[CH2:20][CH2:19][O:18][CH2:17][CH2:16]1.[N-:21]=[N+:22]=[N-:23].[Li+].O. Product: [N:21]([CH2:2][C:3]1[CH:8]=[N:7][C:6]2[N:9]([CH2:12][CH3:13])[N:10]=[CH:11][C:5]=2[C:4]=1[NH:14][CH:15]1[CH2:20][CH2:19][O:18][CH2:17][CH2:16]1)=[N+:22]=[N-:23]. The catalyst class is: 633. (3) Reactant: [F:1][C:2]1[CH:3]=[C:4]([CH:43]=[C:44]([F:47])[C:45]=1[OH:46])[CH2:5][CH:6]([CH:16]=[CH:17][C:18]1[CH:23]=[C:22]([F:24])[CH:21]=[CH:20][C:19]=1[O:25][CH2:26][C:27]1[CH:32]=[CH:31][C:30]([C:33]2[CH:38]=[CH:37][C:36]([C:39]([F:42])([F:41])[F:40])=[CH:35][CH:34]=2)=[CH:29][CH:28]=1)[CH2:7][CH2:8][CH2:9][CH2:10][C:11]([O:13]CC)=[O:12].[OH-].[Na+].Cl. Product: [F:1][C:2]1[CH:3]=[C:4]([CH:43]=[C:44]([F:47])[C:45]=1[OH:46])[CH2:5][CH:6]([CH:16]=[CH:17][C:18]1[CH:23]=[C:22]([F:24])[CH:21]=[CH:20][C:19]=1[O:25][CH2:26][C:27]1[CH:32]=[CH:31][C:30]([C:33]2[CH:34]=[CH:35][C:36]([C:39]([F:41])([F:42])[F:40])=[CH:37][CH:38]=2)=[CH:29][CH:28]=1)[CH2:7][CH2:8][CH2:9][CH2:10][C:11]([OH:13])=[O:12]. The catalyst class is: 20. (4) Reactant: Br[CH:2]1[CH2:6][CH2:5][N:4]([C:7]2[CH:12]=[CH:11][C:10]([O:13][CH2:14][C@H:15]([OH:19])[CH2:16][S:17][CH3:18])=[C:9]([O:20][CH3:21])[CH:8]=2)[C:3]1=[O:22].[C:23]1([C:30]2[CH:35]=[CH:34][CH:33]=[CH:32][CH:31]=2)[CH:28]=[CH:27][C:26]([OH:29])=[CH:25][CH:24]=1.C([O-])([O-])=O.[K+].[K+]. Product: [C:23]1([C:30]2[CH:35]=[CH:34][CH:33]=[CH:32][CH:31]=2)[CH:24]=[CH:25][C:26]([O:29][CH:2]2[CH2:6][CH2:5][N:4]([C:7]3[CH:12]=[CH:11][C:10]([O:13][CH2:14][C@H:15]([OH:19])[CH2:16][S:17][CH3:18])=[C:9]([O:20][CH3:21])[CH:8]=3)[C:3]2=[O:22])=[CH:27][CH:28]=1. The catalyst class is: 85.